Dataset: Retrosynthesis with 50K atom-mapped reactions and 10 reaction types from USPTO. Task: Predict the reactants needed to synthesize the given product. (1) The reactants are: COC1=C(OC)C(=O)C(Cc2ccc(OC(C)=O)c(C(=O)Nc3ccc(OC)c(OC)c3)c2)=C(C)C1=O. Given the product COC1=C(OC)C(=O)C(Cc2ccc(O)c(C(=O)Nc3ccc(OC)c(OC)c3)c2)=C(C)C1=O, predict the reactants needed to synthesize it. (2) Given the product COc1ccc([C@]23CCC4(OCCO4)[C@@H](C)[C@@H]2CCC[C@@H]3O)cc1, predict the reactants needed to synthesize it. The reactants are: COc1ccc([C@]23CCC(=O)[C@@H](C)[C@@H]2CCC[C@@H]3O)cc1.OCCO. (3) Given the product CNC(=S)n1nc(NC(C)=O)nc1N, predict the reactants needed to synthesize it. The reactants are: CC(=O)OC(C)=O.CNC(=S)n1nc(N)nc1N. (4) Given the product COc1ccc(NC(c2ccc(Cl)cc2CNC(=O)[C@@H]2CCCN2)C(F)(F)F)cc1, predict the reactants needed to synthesize it. The reactants are: COc1ccc(NC(c2ccc(Cl)cc2CNC(=O)[C@@H]2CCCN2C(=O)OC(C)(C)C)C(F)(F)F)cc1. (5) Given the product CC(O)COCCCC(N(C)C)C1(c2ccc(Cl)cc2)CCC1, predict the reactants needed to synthesize it. The reactants are: CC(=O)COCCCC(N(C)C)C1(c2ccc(Cl)cc2)CCC1. (6) Given the product NCCn1cc(C(=O)N2CCC(c3cccc4c3OCC4)CC2)c2ccc(Cl)cc21, predict the reactants needed to synthesize it. The reactants are: NCCCl.O=C(c1c[nH]c2cc(Cl)ccc12)N1CCC(c2cccc3c2OCC3)CC1. (7) Given the product COC(=O)c1cc(Oc2cccnc2)ccc1Cl, predict the reactants needed to synthesize it. The reactants are: COC(=O)c1cc(I)ccc1Cl.Oc1cccnc1.